From a dataset of Reaction yield outcomes from USPTO patents with 853,638 reactions. Predict the reaction yield, written as a fraction of the theoretical maximum amount of product (1.0 means a 100% yield; for example, 0.34 means a 34% yield). (1) The reactants are C[NH:2][CH2:3][CH2:4][NH:5][CH3:6].[S:7](Cl)([C:10]1[CH:16]=[CH:15][C:13]([CH3:14])=[CH:12][CH:11]=1)(=[O:9])=[O:8].[CH2:18]1COCC1. No catalyst specified. The product is [CH3:18][N:5]([CH3:6])[CH2:4][CH2:3][NH:2][S:7]([C:10]1[CH:16]=[CH:15][C:13]([CH3:14])=[CH:12][CH:11]=1)(=[O:9])=[O:8]. The yield is 0.930. (2) The reactants are [CH3:1][C:2]1([CH3:35])[C:8](=[O:9])[NH:7][C:6]2[N:10]=[CH:11][C:12](/[CH:14]=[CH:15]/[C:16]([N:18]([CH3:34])[CH2:19][C:20]3[CH:25]=[CH:24][CH:23]=[C:22]([O:26][C:27]([F:30])([F:29])[F:28])[C:21]=3[O:31][CH2:32][CH3:33])=[O:17])=[CH:13][C:5]=2[CH2:4][NH:3]1.[ClH:36]. The catalyst is C(Cl)Cl.C(OCC)C. The product is [ClH:36].[CH3:35][C:2]1([CH3:1])[C:8](=[O:9])[NH:7][C:6]2[N:10]=[CH:11][C:12](/[CH:14]=[CH:15]/[C:16]([N:18]([CH3:34])[CH2:19][C:20]3[CH:25]=[CH:24][CH:23]=[C:22]([O:26][C:27]([F:29])([F:30])[F:28])[C:21]=3[O:31][CH2:32][CH3:33])=[O:17])=[CH:13][C:5]=2[CH2:4][NH:3]1. The yield is 0.620. (3) The reactants are N1C2=NC=[CH:8][CH:9]=[C:4]2[CH:3]=[CH:2]1.[CH2:10]1[N:11]2[CH2:12][N:13]3[CH2:19][N:13]([CH2:10]2)[CH2:12][N:11]1[CH2:19]3.[OH2:20]. No catalyst specified. The product is [NH:11]1[C:12]2=[N:13][CH:19]=[CH:2][CH:3]=[C:4]2[C:9]([CH:8]=[O:20])=[CH:10]1. The yield is 0.650. (4) The reactants are [H-].[Na+].[OH:3][CH:4]1[CH2:9][CH2:8][N:7]([C:10]([O:12][C:13]([CH3:16])([CH3:15])[CH3:14])=[O:11])[CH2:6][CH2:5]1.[C:17](=[S:19])=[S:18].I[CH3:21]. The catalyst is CC(N(C)C)=O. The product is [CH3:21][S:18][C:17]([O:3][CH:4]1[CH2:5][CH2:6][N:7]([C:10]([O:12][C:13]([CH3:16])([CH3:15])[CH3:14])=[O:11])[CH2:8][CH2:9]1)=[S:19]. The yield is 0.830. (5) The reactants are F[C:2](F)(F)[CH:3]([N:7]1[CH:11]=[C:10]([C:12]2[C:13]3[CH:20]=[CH:19][N:18]([CH2:21][O:22][CH2:23][CH2:24][Si:25]([CH3:28])([CH3:27])[CH3:26])[C:14]=3[N:15]=[CH:16][N:17]=2)[CH:9]=[N:8]1)[CH2:4][C:5]#[N:6].[CH:31](O)(C)[CH3:32]. No catalyst specified. The product is [CH:2]1([C@H:3]([N:7]2[CH:11]=[C:10]([C:12]3[C:13]4[CH:20]=[CH:19][N:18]([CH2:21][O:22][CH2:23][CH2:24][Si:25]([CH3:28])([CH3:27])[CH3:26])[C:14]=4[N:15]=[CH:16][N:17]=3)[CH:9]=[N:8]2)[CH2:4][C:5]#[N:6])[CH2:32][CH2:31]1. The yield is 0.940. (6) The product is [F:23][C:4]([F:3])([F:22])[O:5][C:6]1[CH:7]=[CH:8][C:9]([S:12]([N:15]2[CH2:16][CH2:17][CH:18]([OH:21])[CH2:19][CH2:20]2)(=[O:13])=[O:14])=[CH:10][CH:11]=1. The catalyst is C(O)C. The reactants are [BH4-].[Na+].[F:3][C:4]([F:23])([F:22])[O:5][C:6]1[CH:11]=[CH:10][C:9]([S:12]([N:15]2[CH2:20][CH2:19][C:18](=[O:21])[CH2:17][CH2:16]2)(=[O:14])=[O:13])=[CH:8][CH:7]=1. The yield is 1.00. (7) The reactants are [CH2:1]([O:8][C:9]1[CH:10]=[C:11]([CH:13]=[CH:14][CH:15]=1)[NH2:12])[C:2]1[CH:7]=[CH:6][CH:5]=[CH:4][CH:3]=1.[N+:16]([C:19]1[CH:20]=[C:21]2[NH:27]C(=O)O[C:23](=[O:24])[C:22]2=[CH:29][CH:30]=1)([O-:18])=[O:17]. No catalyst specified. The product is [NH2:27][C:21]1[CH:20]=[C:19]([N+:16]([O-:18])=[O:17])[CH:30]=[CH:29][C:22]=1[C:23]([NH:12][C:11]1[CH:13]=[CH:14][CH:15]=[C:9]([O:8][CH2:1][C:2]2[CH:3]=[CH:4][CH:5]=[CH:6][CH:7]=2)[CH:10]=1)=[O:24]. The yield is 0.810. (8) The yield is 0.000500. The catalyst is CO.[Pd]. The reactants are [C:1]([C:3]1[CH:4]=[C:5]([N:9]2[C:13]([C:14]([N:16]3[C:24]4[C:19](=[CH:20][C:21]([C:25]5[CH:30]=[CH:29][CH:28]=[CH:27][C:26]=5[S:31]([NH2:34])(=[O:33])=[O:32])=[CH:22][CH:23]=4)[CH2:18][CH2:17]3)=[O:15])=[CH:12][C:11]([C:35]([F:38])([F:37])[F:36])=[N:10]2)[CH:6]=[CH:7][CH:8]=1)#[N:2].[F:39][C:40]([F:45])([F:44])[C:41]([OH:43])=[O:42]. The product is [F:39][C:40]([F:45])([F:44])[C:41]([OH:43])=[O:42].[NH2:2][CH2:1][C:3]1[CH:4]=[C:5]([N:9]2[C:13]([C:14]([N:16]3[C:24]4[C:19](=[CH:20][C:21]([C:25]5[CH:30]=[CH:29][CH:28]=[CH:27][C:26]=5[S:31]([NH2:34])(=[O:32])=[O:33])=[CH:22][CH:23]=4)[CH2:18][CH2:17]3)=[O:15])=[CH:12][C:11]([C:35]([F:36])([F:37])[F:38])=[N:10]2)[CH:6]=[CH:7][CH:8]=1. (9) The reactants are [NH2:1][C:2]1[C:11]2[C:6](=[CH:7][CH:8]=[C:9](OS(C(F)(F)F)(=O)=O)[CH:10]=2)[CH:5]=[CH:4][N:3]=1.C1(P(C2C=CC=CC=2)C2C=CC=CC=2)C=CC=CC=1.[CH3:39][N:40]1CCCC1=O. The catalyst is C([O-])(=O)C.[Pd+2].C([O-])(=O)C.[C-]#N.[Zn+2].[C-]#N. The product is [NH2:1][C:2]1[C:11]2[C:6](=[CH:7][CH:8]=[C:9]([C:39]#[N:40])[CH:10]=2)[CH:5]=[CH:4][N:3]=1. The yield is 0.940.